This data is from Experimentally validated miRNA-target interactions with 360,000+ pairs, plus equal number of negative samples. The task is: Binary Classification. Given a miRNA mature sequence and a target amino acid sequence, predict their likelihood of interaction. (1) The miRNA is hsa-miR-101-3p with sequence UACAGUACUGUGAUAACUGAA. The protein sequence of the target gene is MPKVKSGAIGRRRGRQEQRRELKSAGGLMFNTGIGQHILKNPLIINSIIDKAALRPTDVVLEVGPGTGNMTVKLLEKAKKVVACELDPRLVAELHKRVQGTPVASKLQVLVGDVLKTDLPFFDTCVANLPYQISSPFVFKLLLHRPFFRCAILMFQREFALRLVAKPGDKLYCRLSINTQLLARVDHLMKVGKNNFRPPPKVESSVVRIEPKNPPPPINFQEWDGLVRITFVRKNKTLSAAFKSSAVQQLLEKNYRIHCSVHNIIIPEDFSIADKIQQILTSTGFSDKRARSMDIDDFIR.... Result: 1 (interaction). (2) The miRNA is hsa-miR-1263 with sequence AUGGUACCCUGGCAUACUGAGU. The protein sequence of the target gene is MEAFSVRFESASSIEERKEQTRNARAEVLRQAKHNFEKEQRGEERKRLRDEDTWMLPDVHERIEQFSQEHSEKKKKKKDKHSKKVKKEKKKKRKKQKCQKQSESTDSSASSEDEWVEAAPSQISDKEKTWKVKDKRTEEECDSHDIQRDEWMTIDFMSIKTVSSSSLKAEKETLRQIEREKTQVLEQSKLLERELNPYWKDGGTGLPSKTCILPVTKAKGVEDGGLSWLRKSCQRMKEQAQKENRNFEDIVAEKYGSMEIFQSKLKEAEKIAYKKEDCGWERWRKPTYSDRAQCSQASGT.... Result: 0 (no interaction). (3) The miRNA is hsa-miR-6867-5p with sequence UGUGUGUGUAGAGGAAGAAGGGA. The protein sequence of the target gene is MSAAEAGGVFHRARGRTLAAFPAEKESEWKGPFYFILGADPQFGLIKAWSTGDCDNGGDEWEQEIRLTEQAVQAINKLNPKPKFFVLCGDLIHAMPGKPWRTEQTEDLKRVLRAVDRAIPLVLVSGNHDIGNTPTAETVEEFCRTWGDDYFSFWVGGVLFLVLNSQFYENPSKCPSLKQAQDQWLDEQLSIARQRHCQHAIVFQHIPLFLESIDEDDDYYFNLSKSTRKKLADKFIHAGVKVVFSGHYHRNAGGTYQNLDMVVSSAIGCQLGRDPHGLRVVVVTAEKIVHRYYSLDELSE.... Result: 1 (interaction). (4) The miRNA is hsa-miR-30d-3p with sequence CUUUCAGUCAGAUGUUUGCUGC. The protein sequence of the target gene is MVLLGLLQSGGWVLGQAMEQVTGGNLLSTLLIACAFTLSLVYLFRLAVGHMVQLPAGAKSPPHIYSPIPFLGHAIAFGKSPIEFLENAYEKYGPVFSFTMVGKTFTYLLGSDAAALLFNSKNEDLNAEEVYGRLTTPVFGKGVAYDVPNAIFLEQKKIIKSGLNIAHFKQYVPIIEKEAKEYFQSWGESGERNVFEALSELIILTASHCLHGKEIRSQLNEKVAQLYADLDGGFTHAAWLLPAWLPLPSFRRRDRAHREIKNIFYKAIQKRRLSKEPAEDILQTLLDSTYKDGRPLTDEE.... Result: 0 (no interaction).